Task: Binary Classification. Given a T-cell receptor sequence (or CDR3 region) and an epitope sequence, predict whether binding occurs between them.. Dataset: TCR-epitope binding with 47,182 pairs between 192 epitopes and 23,139 TCRs (1) The TCR CDR3 sequence is CASASQGGPIYNEQFF. The epitope is LEPLVDLPI. Result: 1 (the TCR binds to the epitope). (2) The epitope is FADDLNQLTGY. The TCR CDR3 sequence is CASSPDPGYTGELFF. Result: 1 (the TCR binds to the epitope). (3) The epitope is YLQPRTFLL. The TCR CDR3 sequence is CASSFLAGGNTGELFF. Result: 1 (the TCR binds to the epitope). (4) The epitope is GTSGSPIINR. The TCR CDR3 sequence is CSAWGGSVFYEQYF. Result: 0 (the TCR does not bind to the epitope). (5) The epitope is NYSGVVTTVMF. The TCR CDR3 sequence is CASMEENTGELFF. Result: 0 (the TCR does not bind to the epitope).